This data is from Full USPTO retrosynthesis dataset with 1.9M reactions from patents (1976-2016). The task is: Predict the reactants needed to synthesize the given product. Given the product [N:3]1[CH:4]=[CH:5][CH:6]=[CH:7][C:2]=1[NH:1][C:8](=[O:9])[O:10][C:11]([CH3:14])([CH3:13])[CH3:12], predict the reactants needed to synthesize it. The reactants are: [NH2:1][C:2]1[CH:7]=[CH:6][CH:5]=[CH:4][N:3]=1.[C:8](O[C:8]([O:10][C:11]([CH3:14])([CH3:13])[CH3:12])=[O:9])([O:10][C:11]([CH3:14])([CH3:13])[CH3:12])=[O:9].